Dataset: Peptide-MHC class II binding affinity with 134,281 pairs from IEDB. Task: Regression. Given a peptide amino acid sequence and an MHC pseudo amino acid sequence, predict their binding affinity value. This is MHC class II binding data. (1) The peptide sequence is IHIGDSSKVTITDTT. The MHC is DRB1_0405 with pseudo-sequence DRB1_0405. The binding affinity (normalized) is 0.312. (2) The peptide sequence is NRAEILPDTTYLGPL. The MHC is H-2-IEd with pseudo-sequence H-2-IEd. The binding affinity (normalized) is 0.0690. (3) The peptide sequence is QDVLLFTPASTEPQS. The MHC is DRB3_0202 with pseudo-sequence DRB3_0202. The binding affinity (normalized) is 0.241. (4) The peptide sequence is SVRYQVVECKEVFCQ. The MHC is DRB1_0101 with pseudo-sequence DRB1_0101. The binding affinity (normalized) is 0.167. (5) The peptide sequence is GKIWPSHKGRPGNFLQSR. The MHC is DRB4_0101 with pseudo-sequence DRB4_0103. The binding affinity (normalized) is 0.293. (6) The peptide sequence is LSPLSNMVSMANNHM. The MHC is HLA-DQA10301-DQB10302 with pseudo-sequence HLA-DQA10301-DQB10302. The binding affinity (normalized) is 0.233. (7) The peptide sequence is CGMFTNRSGSQQW. The MHC is HLA-DPA10103-DPB10301 with pseudo-sequence HLA-DPA10103-DPB10301. The binding affinity (normalized) is 0. (8) The peptide sequence is ASVIPPARLFKAFVL. The MHC is HLA-DPA10301-DPB10402 with pseudo-sequence HLA-DPA10301-DPB10402. The binding affinity (normalized) is 0.356. (9) The peptide sequence is NEPLVTMPIGYVTHG. The MHC is DRB1_1501 with pseudo-sequence DRB1_1501. The binding affinity (normalized) is 0.270. (10) The peptide sequence is VRFQEAANKQKQELD. The MHC is HLA-DQA10401-DQB10402 with pseudo-sequence HLA-DQA10401-DQB10402. The binding affinity (normalized) is 0.123.